This data is from Forward reaction prediction with 1.9M reactions from USPTO patents (1976-2016). The task is: Predict the product of the given reaction. (1) Given the reactants Br[C:2]1[CH:6]=[CH:5][N:4]([CH3:7])[N:3]=1.[CH2:8]([C:12]1[S:13][C:14]2[CH:20]=[CH:19][CH:18]=[CH:17][C:15]=2[N:16]=1)[CH2:9][C:10]#[CH:11], predict the reaction product. The product is: [CH3:7][N:4]1[CH:5]=[CH:6][C:2]([C:11]#[C:10][CH2:9][CH2:8][C:12]2[S:13][C:14]3[CH:20]=[CH:19][CH:18]=[CH:17][C:15]=3[N:16]=2)=[N:3]1. (2) The product is: [CH3:1][O:2][C:3]1[CH:4]=[C:5]([NH:6][C:17]2[N:21]=[C:20]([N:22]3[CH2:23][C:24]4([CH2:28][CH2:27][CH2:26]4)[CH2:25]3)[N:19]([CH2:29][C:30]([CH3:33])([OH:32])[CH3:31])[N:18]=2)[CH:7]=[CH:8][C:9]=1[N:10]1[CH:14]=[C:13]([CH3:15])[N:12]=[CH:11]1. Given the reactants [CH3:1][O:2][C:3]1[CH:4]=[C:5]([CH:7]=[CH:8][C:9]=1[N:10]1[CH:14]=[C:13]([CH3:15])[N:12]=[CH:11]1)[NH2:6].Br[C:17]1[N:21]=[C:20]([N:22]2[CH2:25][C:24]3([CH2:28][CH2:27][CH2:26]3)[CH2:23]2)[N:19]([CH2:29][C:30]([CH3:33])([OH:32])[CH3:31])[N:18]=1.CC1(C)C2C=CC=C(P(C3C=CC=CC=3)C3C=CC=CC=3)C=2OC2C1=CC=CC=2P(C1C=CC=CC=1)C1C=CC=CC=1.C(=O)([O-])[O-].[Cs+].[Cs+], predict the reaction product. (3) Given the reactants [CH:1]([C:3]1[S:7][C:6]([C:8]([OH:10])=[O:9])=[CH:5][CH:4]=1)=[O:2].[C:11](=O)([O-])[O-].[Na+].[Na+].IC, predict the reaction product. The product is: [CH:1]([C:3]1[S:7][C:6]([C:8]([O:10][CH3:11])=[O:9])=[CH:5][CH:4]=1)=[O:2]. (4) The product is: [F:14][C:15]([F:26])([F:25])[C:16]1[CH:17]=[C:18]([CH:22]=[CH:23][CH:24]=1)[C:19]([N:11]=[C:9]1[N:8]([CH2:38][C:29]([OH:28])=[O:44])[C:7]2[CH:12]=[C:13]3[O:1][CH2:2][O:3][C:4]3=[CH:5][C:6]=2[S:10]1)=[O:20]. Given the reactants [O:1]1[C:13]2[C:4](=[CH:5][C:6]3[S:10][C:9]([NH2:11])=[N:8][C:7]=3[CH:12]=2)[O:3][CH2:2]1.[F:14][C:15]([F:26])([F:25])[C:16]1[CH:17]=[C:18]([CH:22]=[CH:23][CH:24]=1)[C:19](Cl)=[O:20].C[O:28][C:29]1[CH:38]=CC2N=C(N)SC=2C=1.ClC1C=C(C=CC=1)C(Cl)=[O:44], predict the reaction product. (5) Given the reactants [F:1][C:2]1[CH:12]=[C:11](F)[C:10]([N+:14]([O-:16])=[O:15])=[CH:9][C:3]=1[C:4]([O:6][CH2:7][CH3:8])=[O:5].[C:17]([N:20]1[CH2:25][CH2:24][N:23]([C:26]2[CH:27]=[C:28]([CH:30]=[CH:31][CH:32]=2)N)[CH2:22][CH2:21]1)(=[O:19])[CH3:18].C([N:35](CC)CC)C.O, predict the reaction product. The product is: [C:17]([N:20]1[CH2:25][CH2:24][N:23]([C:26]2[CH:27]=[C:28]([C:11]3[CH:12]=[C:2]([F:1])[C:3]([C:4]([O:6][CH2:7][CH3:8])=[O:5])=[C:9]([NH2:35])[C:10]=3[N+:14]([O-:16])=[O:15])[CH:30]=[CH:31][CH:32]=2)[CH2:22][CH2:21]1)(=[O:19])[CH3:18]. (6) Given the reactants I[CH2:2][C@@H:3]([CH3:18])[CH2:4][N:5]1[C:10]2[CH:11]=[C:12]([O:15][CH3:16])[CH:13]=[CH:14][C:9]=2[O:8][CH2:7][C:6]1=[O:17].[CH2:19]([CH:24]1[CH2:30][CH:29]2[NH:31][CH:26]([CH2:27][CH2:28]2)[CH2:25]1)[CH2:20][CH2:21][CH2:22][CH3:23], predict the reaction product. The product is: [CH3:16][O:15][C:12]1[CH:13]=[CH:14][C:9]2[O:8][CH2:7][C:6](=[O:17])[N:5]([CH2:4][C@H:3]([CH3:18])[CH2:2][N:31]3[CH:26]4[CH2:27][CH2:28][CH:29]3[CH2:30][CH:24]([CH2:19][CH2:20][CH2:21][CH2:22][CH3:23])[CH2:25]4)[C:10]=2[CH:11]=1.